Binary Classification. Given a T-cell receptor sequence (or CDR3 region) and an epitope sequence, predict whether binding occurs between them. From a dataset of TCR-epitope binding with 47,182 pairs between 192 epitopes and 23,139 TCRs. The epitope is FLNGSCGSV. The TCR CDR3 sequence is CASSLRGYEQYF. Result: 1 (the TCR binds to the epitope).